From a dataset of Peptide-MHC class II binding affinity with 134,281 pairs from IEDB. Regression. Given a peptide amino acid sequence and an MHC pseudo amino acid sequence, predict their binding affinity value. This is MHC class II binding data. (1) The peptide sequence is SAAVKDERAVHADMG. The MHC is DRB1_0802 with pseudo-sequence DRB1_0802. The binding affinity (normalized) is 0.196. (2) The peptide sequence is CVPKVTFTVEKGSNE. The MHC is HLA-DQA10201-DQB10202 with pseudo-sequence HLA-DQA10201-DQB10202. The binding affinity (normalized) is 0.0574. (3) The peptide sequence is INEPTAAAIAYGLLR. The MHC is HLA-DQA10401-DQB10402 with pseudo-sequence HLA-DQA10401-DQB10402. The binding affinity (normalized) is 0.396. (4) The peptide sequence is PVTGCGERTEGRCLHYTV. The MHC is DRB1_1501 with pseudo-sequence DRB1_1501. The binding affinity (normalized) is 0.